Task: Regression. Given two drug SMILES strings and cell line genomic features, predict the synergy score measuring deviation from expected non-interaction effect.. Dataset: NCI-60 drug combinations with 297,098 pairs across 59 cell lines (1) Drug 1: C1C(C(OC1N2C=C(C(=O)NC2=O)F)CO)O. Drug 2: C1CCC(C(C1)N)N.C(=O)(C(=O)[O-])[O-].[Pt+4]. Cell line: SR. Synergy scores: CSS=62.8, Synergy_ZIP=-0.842, Synergy_Bliss=-0.627, Synergy_Loewe=-3.86, Synergy_HSA=1.33. (2) Drug 1: CS(=O)(=O)CCNCC1=CC=C(O1)C2=CC3=C(C=C2)N=CN=C3NC4=CC(=C(C=C4)OCC5=CC(=CC=C5)F)Cl. Drug 2: C#CCC(CC1=CN=C2C(=N1)C(=NC(=N2)N)N)C3=CC=C(C=C3)C(=O)NC(CCC(=O)O)C(=O)O. Cell line: HCC-2998. Synergy scores: CSS=45.8, Synergy_ZIP=3.04, Synergy_Bliss=3.99, Synergy_Loewe=-1.49, Synergy_HSA=0.320. (3) Drug 1: C1=CC(=C2C(=C1NCCNCCO)C(=O)C3=C(C=CC(=C3C2=O)O)O)NCCNCCO. Drug 2: COC1=NC(=NC2=C1N=CN2C3C(C(C(O3)CO)O)O)N. Cell line: HL-60(TB). Synergy scores: CSS=82.6, Synergy_ZIP=3.53, Synergy_Bliss=3.32, Synergy_Loewe=5.35, Synergy_HSA=7.81.